This data is from Forward reaction prediction with 1.9M reactions from USPTO patents (1976-2016). The task is: Predict the product of the given reaction. Given the reactants C([O:5][C:6](=O)[NH:7][CH2:8][C:9]1[CH:14]=[CH:13][CH:12]=[CH:11][C:10]=1[CH2:15][NH2:16])(C)(C)C.[CH2:18](N(CC)CC)C.CC(OC(C)=O)=O.Cl.O1CCOCC1, predict the reaction product. The product is: [NH2:16][CH2:15][C:10]1[CH:11]=[CH:12][CH:13]=[CH:14][C:9]=1[CH2:8][NH:7][C:6](=[O:5])[CH3:18].